Dataset: Reaction yield outcomes from USPTO patents with 853,638 reactions. Task: Predict the reaction yield, written as a fraction of the theoretical maximum amount of product (1.0 means a 100% yield; for example, 0.34 means a 34% yield). (1) The reactants are [C:1](Cl)(=[O:3])[CH3:2].COC1C=C(OC)C=CC=1C[NH:10][CH:11]1[C:20]2[CH2:19][S:18][N:17]=[C:16]([N:21](C(OC(C)(C)C)=O)C(OC(C)(C)C)=O)[C:15]3=[N:36][N:37]([CH2:39][C:40]4[C:45]([CH3:46])=[C:44]([O:47][CH3:48])[C:43]([CH3:49])=[CH:42][N:41]=4)[N:38]=[C:13]([C:14]=23)[CH2:12]1.N1C=CC=CC=1. The catalyst is ClCCl. The product is [NH2:21][C:16]1[C:15]2[C:14]3[C:13](=[N:38][N:37]([CH2:39][C:40]4[C:45]([CH3:46])=[C:44]([O:47][CH3:48])[C:43]([CH3:49])=[CH:42][N:41]=4)[N:36]=2)[CH2:12][CH:11]([NH:10][C:1](=[O:3])[CH3:2])[C:20]=3[CH2:19][S:18][N:17]=1. The yield is 0.760. (2) The reactants are CC(C)([S@]([NH:6][C@H:7]([C:20]1[CH:25]=[CH:24][C:23]([F:26])=[CH:22][CH:21]=1)[C:8]1[CH:13]=[CH:12][C:11]([P:14]([CH3:19])(=[O:18])[O:15][CH2:16][CH3:17])=[CH:10][CH:9]=1)=O)C.[ClH:28].O1CCOCC1. No catalyst specified. The product is [ClH:28].[NH2:6][C@H:7]([C:20]1[CH:21]=[CH:22][C:23]([F:26])=[CH:24][CH:25]=1)[C:8]1[CH:13]=[CH:12][C:11]([P:14]([CH3:19])(=[O:18])[O:15][CH2:16][CH3:17])=[CH:10][CH:9]=1. The yield is 0.800. (3) The catalyst is C(Cl)Cl. The reactants are [C:1]1([CH2:7][C:8](Cl)=[O:9])[CH:6]=[CH:5][CH:4]=[CH:3][CH:2]=1.[CH3:11][C:12]1(C)[O:17]C(=O)[CH2:15][C:14](=O)[O:13]1.N1C=CC=CC=1. The product is [O:9]=[C:8]([CH2:7][C:1]1[CH:6]=[CH:5][CH:4]=[CH:3][CH:2]=1)[CH2:11][C:12]([O:13][CH2:14][CH3:15])=[O:17]. The yield is 0.380.